The task is: Regression. Given a peptide amino acid sequence and an MHC pseudo amino acid sequence, predict their binding affinity value. This is MHC class I binding data.. This data is from Peptide-MHC class I binding affinity with 185,985 pairs from IEDB/IMGT. The peptide sequence is VALFSSCPVAY. The MHC is HLA-B18:01 with pseudo-sequence HLA-B18:01. The binding affinity (normalized) is 0.0847.